From a dataset of Forward reaction prediction with 1.9M reactions from USPTO patents (1976-2016). Predict the product of the given reaction. (1) Given the reactants [CH2:1]([O:3][C:4](=[O:20])[CH:5]=[CH:6][C:7]1[CH:8]=[N:9][C:10]([C:13]2[CH:18]=[CH:17][CH:16]=[CH:15][C:14]=2[F:19])=[CH:11][CH:12]=1)[CH3:2].[Bi](Cl)(Cl)Cl.[BH4-].[Na+].Cl, predict the reaction product. The product is: [CH2:1]([O:3][C:4](=[O:20])[CH2:5][CH2:6][C:7]1[CH:8]=[N:9][C:10]([C:13]2[CH:18]=[CH:17][CH:16]=[CH:15][C:14]=2[F:19])=[CH:11][CH:12]=1)[CH3:2]. (2) Given the reactants [CH3:1][O:2][C:3]1[CH:4]=[C:5]([NH:10][C:11]2[N:16]=[C:15]([N:17]3[C:21]([CH3:22])=[CH:20][C:19]([C:23]([F:26])([F:25])[F:24])=[N:18]3)[C:14]([C:27]3[CH:28]=[C:29]([C:35](O)=[O:36])[C:30](=[O:34])[N:31]([CH3:33])[CH:32]=3)=[CH:13][N:12]=2)[CH:6]=[C:7]([CH3:9])[CH:8]=1.[CH3:38][S:39]([NH2:42])(=[O:41])=[O:40].C(N(CC)CC)C.[I-].ClC1C=CC=C[N+]=1C, predict the reaction product. The product is: [CH3:1][O:2][C:3]1[CH:4]=[C:5]([NH:10][C:11]2[N:16]=[C:15]([N:17]3[C:21]([CH3:22])=[CH:20][C:19]([C:23]([F:26])([F:24])[F:25])=[N:18]3)[C:14]([C:27]3[CH:28]=[C:29]([C:35]([NH:42][S:39]([CH3:38])(=[O:41])=[O:40])=[O:36])[C:30](=[O:34])[N:31]([CH3:33])[CH:32]=3)=[CH:13][N:12]=2)[CH:6]=[C:7]([CH3:9])[CH:8]=1.